This data is from Forward reaction prediction with 1.9M reactions from USPTO patents (1976-2016). The task is: Predict the product of the given reaction. (1) Given the reactants [N:1]1([C:7]2[CH:12]=[CH:11][C:10]([CH:13]=O)=[CH:9][N:8]=2)[CH2:6][CH2:5][CH2:4][CH2:3][CH2:2]1.Br.Br.Br.[CH2:18]([C:20]1[C:21]([C:28]2[CH:36]=[C:35]3[C:31]([C:32]([C:37]4[NH:38][C:39]5[CH2:44][CH2:43][NH:42][CH2:41][C:40]=5[N:45]=4)=[N:33][NH:34]3)=[CH:30][CH:29]=2)=[CH:22][C:23]([F:27])=[C:24]([OH:26])[CH:25]=1)[CH3:19], predict the reaction product. The product is: [CH2:18]([C:20]1[C:21]([C:28]2[CH:36]=[C:35]3[C:31]([C:32]([C:37]4[NH:38][C:39]5[CH2:44][CH2:43][N:42]([CH2:13][C:10]6[CH:11]=[CH:12][C:7]([N:1]7[CH2:2][CH2:3][CH2:4][CH2:5][CH2:6]7)=[N:8][CH:9]=6)[CH2:41][C:40]=5[N:45]=4)=[N:33][NH:34]3)=[CH:30][CH:29]=2)=[CH:22][C:23]([F:27])=[C:24]([OH:26])[CH:25]=1)[CH3:19]. (2) Given the reactants [CH2:1]([N:8]1[C:16]2[C:11](=[CH:12][C:13]([C:17]([OH:26])([C:22]([F:25])([F:24])[F:23])[C:18]([F:21])([F:20])[F:19])=[CH:14][CH:15]=2)[CH:10]=[C:9]1[CH3:27])[C:2]1[CH:7]=[CH:6][CH:5]=[CH:4][CH:3]=1.[O-]S(C(F)(F)[F:33])(=O)=O.F[N+]1C=CC=CC=1.[NH4+].[Cl-].CCOCC, predict the reaction product. The product is: [CH2:1]([N:8]1[C:16]2[C:11](=[CH:12][C:13]([C:17]([OH:26])([C:18]([F:19])([F:20])[F:21])[C:22]([F:25])([F:23])[F:24])=[CH:14][CH:15]=2)[C:10]([F:33])=[C:9]1[CH3:27])[C:2]1[CH:3]=[CH:4][CH:5]=[CH:6][CH:7]=1. (3) Given the reactants [NH2:1][C@@H:2]([CH2:15][CH:16]1[CH2:21][CH2:20][CH2:19][O:18][CH2:17]1)[CH2:3][N:4]([CH3:14])[C:5](=[O:13])[O:6][CH2:7][CH2:8][Si:9]([CH3:12])([CH3:11])[CH3:10].C1N=CN([C:27]([N:29]2[CH:33]=N[CH:31]=[CH:30]2)=[O:28])C=1.CCN(C(C)C)C(C)C.[CH3:43][O:44][C:45](=[O:64])[NH:46][CH2:47][CH2:48][O:49][CH:50]([C:57]1[CH:62]=[CH:61][CH:60]=[C:59]([F:63])[CH:58]=1)[CH:51]1CCCN[CH2:52]1, predict the reaction product. The product is: [F:63][C:59]1[CH:58]=[C:57]([C@@H:50]([C@@H:51]2[CH2:52][CH2:31][CH2:30][N:29]([C:27](=[O:28])[NH:1][C@@H:2]([CH2:15][CH:16]3[CH2:21][CH2:20][CH2:19][O:18][CH2:17]3)[CH2:3][N:4]([C:5]([O:6][CH2:7][CH2:8][Si:9]([CH3:12])([CH3:11])[CH3:10])=[O:13])[CH3:14])[CH2:33]2)[O:49][CH2:48][CH2:47][NH:46][C:45](=[O:64])[O:44][CH3:43])[CH:62]=[CH:61][CH:60]=1. (4) Given the reactants [F:1][C:2]([F:24])([F:23])[S:3]([C:6]1[CH:11]=[CH:10][C:9]([NH:12][C:13]2[C:14]3[CH2:22][NH:21][CH2:20][CH2:19][C:15]=3[N:16]=[CH:17][N:18]=2)=[CH:8][CH:7]=1)(=[O:5])=[O:4].Cl[C:26]1[C:31](Cl)=[CH:30][CH:29]=[CH:28]N=1.[CH:33](N(CC)C(C)C)(C)[CH3:34], predict the reaction product. The product is: [CH2:26]([N:21]1[CH2:20][CH2:19][C:15]2[N:16]=[CH:17][N:18]=[C:13]([NH:12][C:9]3[CH:10]=[CH:11][C:6]([S:3]([C:2]([F:1])([F:23])[F:24])(=[O:4])=[O:5])=[CH:7][CH:8]=3)[C:14]=2[CH2:22]1)[C:31]1[CH:34]=[CH:33][CH:28]=[CH:29][CH:30]=1. (5) Given the reactants Cl[C:2]1[N:7]=[N:6][C:5]([C:8]2[C:16]3[C:11](=[N:12][CH:13]=[CH:14][CH:15]=3)[N:10]([CH2:17][C:18]3[CH:23]=[CH:22][CH:21]=[CH:20][C:19]=3[F:24])[N:9]=2)=[N:4][C:3]=1[NH2:25].[CH3:26][N:27]1[CH:31]=[C:30](B2OC(C)(C)C(C)(C)O2)[CH:29]=[N:28]1.C(=O)([O-])[O-].[K+].[K+].C1(P(C2CCCCC2)C2CCCCC2)CCCCC1, predict the reaction product. The product is: [F:24][C:19]1[CH:20]=[CH:21][CH:22]=[CH:23][C:18]=1[CH2:17][N:10]1[C:11]2=[N:12][CH:13]=[CH:14][CH:15]=[C:16]2[C:8]([C:5]2[N:6]=[N:7][C:2]([C:30]3[CH:29]=[N:28][N:27]([CH3:26])[CH:31]=3)=[C:3]([NH2:25])[N:4]=2)=[N:9]1. (6) Given the reactants FC(F)(F)S(O[C:7]1[CH:8]=[C:9]([C@H:13]2[CH2:17][C:16]3([CH2:22][CH2:21][N:20]([C:23]([O:25][C:26]([CH3:29])([CH3:28])[CH3:27])=[O:24])[CH2:19][CH2:18]3)[O:15][CH2:14]2)[CH:10]=[CH:11][CH:12]=1)(=O)=O.C([O-])(=O)C.[K+].[B:37]1([B:37]2[O:41][C:40]([CH3:43])([CH3:42])[C:39]([CH3:45])([CH3:44])[O:38]2)[O:41][C:40]([CH3:43])([CH3:42])[C:39]([CH3:45])([CH3:44])[O:38]1, predict the reaction product. The product is: [CH3:44][C:39]1([CH3:45])[C:40]([CH3:43])([CH3:42])[O:41][B:37]([C:7]2[CH:8]=[C:9]([C@H:13]3[CH2:17][C:16]4([CH2:22][CH2:21][N:20]([C:23]([O:25][C:26]([CH3:28])([CH3:27])[CH3:29])=[O:24])[CH2:19][CH2:18]4)[O:15][CH2:14]3)[CH:10]=[CH:11][CH:12]=2)[O:38]1. (7) Given the reactants I[Si](C)(C)C.C(OC(=O)[NH:12][CH:13]1[CH2:22][CH2:21][C:20]2[C:15](=[C:16]([NH:23][C:24]3[O:25][C:26]([C:29]4[CH:34]=[CH:33][C:32]([C:35]([F:38])([F:37])[F:36])=[CH:31][C:30]=4[F:39])=[CH:27][N:28]=3)[CH:17]=[CH:18][CH:19]=2)[CH2:14]1)(C)(C)C, predict the reaction product. The product is: [F:39][C:30]1[CH:31]=[C:32]([C:35]([F:36])([F:37])[F:38])[CH:33]=[CH:34][C:29]=1[C:26]1[O:25][C:24]([NH:23][C:16]2[C:15]3[CH2:14][CH:13]([NH2:12])[CH2:22][CH2:21][C:20]=3[CH:19]=[CH:18][CH:17]=2)=[N:28][CH:27]=1. (8) Given the reactants [CH2:1]([OH:4])[C:2]#[CH:3].I[C:6]1[CH:15]=[CH:14][C:13]2[C:8](=[CH:9][CH:10]=[CH:11][CH:12]=2)[CH:7]=1.C(N(CC)CC)C, predict the reaction product. The product is: [CH:12]1[C:13]2[C:8](=[CH:7][CH:6]=[CH:15][CH:14]=2)[CH:9]=[CH:10][C:11]=1[C:3]#[C:2][CH2:1][OH:4]. (9) Given the reactants [F:1][C:2]1[C:10]([C:11]#[C:12][CH2:13][CH2:14]O)=[CH:9][CH:8]=[C:7]2[C:3]=1[CH:4]=[N:5][N:6]2[CH:16]1[CH2:21][CH2:20][CH2:19][CH2:18][O:17]1.C(N(CC)CC)C.[B-](F)(F)(F)[F:30].CCN([S+](F)F)CC.C([O-])(O)=O.[Na+], predict the reaction product. The product is: [F:1][C:2]1[C:10]([C:11]#[C:12][CH2:13][CH2:14][F:30])=[CH:9][CH:8]=[C:7]2[C:3]=1[CH:4]=[N:5][N:6]2[CH:16]1[CH2:21][CH2:20][CH2:19][CH2:18][O:17]1.